From a dataset of Catalyst prediction with 721,799 reactions and 888 catalyst types from USPTO. Predict which catalyst facilitates the given reaction. (1) The catalyst class is: 202. Product: [CH2:27]([O:42][C:41]([O:43][CH2:44][N:12]1[N:11]=[C:10]([C:14]([O:16][CH2:17][CH3:18])=[O:15])[C:9]([C:7](=[O:8])[C:6]2[CH:19]=[C:20]([O:21][CH3:22])[C:3]([O:2][CH3:1])=[CH:4][C:5]=2[N+:23]([O-:25])=[O:24])=[N:13]1)=[O:26])[CH3:37]. Reactant: [CH3:1][O:2][C:3]1[C:20]([O:21][CH3:22])=[CH:19][C:6]([C:7]([C:9]2[NH:13][N:12]=[N:11][C:10]=2[C:14]([O:16][CH2:17][CH3:18])=[O:15])=[O:8])=[C:5]([N+:23]([O-:25])=[O:24])[CH:4]=1.[OH2:26].[C:27]1([CH3:37])C=CC(S(O)(=O)=O)=CC=1.C=O.Cl[C:41]([O:43][CH2:44]C)=[O:42]. (2) Reactant: Cl[C:2]1[CH:3]=[CH:4][C:5]2[N:11]3[CH2:12][C@H:8]([CH2:9][CH2:10]3)[N:7]([C:13]([NH:15][C:16]3[CH:21]=[N:20][CH:19]=[CH:18][N:17]=3)=[O:14])[C:6]=2[N:22]=1.CC1(C)C(C)(C)OB([C:31]2[CH:32]=[CH:33][C:34]([C:37]#[N:38])=[N:35][CH:36]=2)O1.[O-]P([O-])([O-])=O.[K+].[K+].[K+].CC(C1C=C(C(C)C)C(C2C=CC=CC=2P(C2CCCCC2)C2CCCCC2)=C(C(C)C)C=1)C. Product: [C:37]([C:34]1[N:35]=[CH:36][C:31]([C:2]2[CH:3]=[CH:4][C:5]3[N:11]4[CH2:12][C@H:8]([CH2:9][CH2:10]4)[N:7]([C:13]([NH:15][C:16]4[CH:21]=[N:20][CH:19]=[CH:18][N:17]=4)=[O:14])[C:6]=3[N:22]=2)=[CH:32][CH:33]=1)#[N:38]. The catalyst class is: 333.